Dataset: Reaction yield outcomes from USPTO patents with 853,638 reactions. Task: Predict the reaction yield, written as a fraction of the theoretical maximum amount of product (1.0 means a 100% yield; for example, 0.34 means a 34% yield). The reactants are I[C:2]1[CH:3]=[C:4]([N:8]2[C:16]3[C:11](=[CH:12][CH:13]=[CH:14][CH:15]=3)[C:10]([C:17]([NH2:19])=[O:18])=[N:9]2)[CH:5]=[CH:6][CH:7]=1.[S:20]1[CH:24]=[CH:23][N:22]=[C:21]1[C@:25]([OH:29])([C:27]#[CH:28])[CH3:26]. No catalyst specified. The product is [OH:29][C@:25]([C:21]1[S:20][CH:24]=[CH:23][N:22]=1)([CH3:26])[C:27]#[C:28][C:2]1[CH:3]=[C:4]([N:8]2[C:16]3[C:11](=[CH:12][CH:13]=[CH:14][CH:15]=3)[C:10]([C:17]([NH2:19])=[O:18])=[N:9]2)[CH:5]=[CH:6][CH:7]=1. The yield is 0.460.